From a dataset of CYP2D6 inhibition data for predicting drug metabolism from PubChem BioAssay. Regression/Classification. Given a drug SMILES string, predict its absorption, distribution, metabolism, or excretion properties. Task type varies by dataset: regression for continuous measurements (e.g., permeability, clearance, half-life) or binary classification for categorical outcomes (e.g., BBB penetration, CYP inhibition). Dataset: cyp2d6_veith. (1) The compound is CCCCCC(=O)Nc1cc2[nH]c(=O)cc(COC)c2cc1C. The result is 0 (non-inhibitor). (2) The drug is CC(C)(CO)[C@H](O)C(=O)NCCCO. The result is 0 (non-inhibitor). (3) The molecule is COc1ccc(Cc2nc3ccc(S(=O)(=O)N4CCOCC4)cc3[nH]2)cc1OC. The result is 0 (non-inhibitor). (4) The drug is c1ccc2cc(-c3cc(-c4cc(-c5ccc6ccccc6c5)on4)no3)ccc2c1. The result is 0 (non-inhibitor). (5) The compound is CC(C)c1ccc2c([Si](C)(C)C)c3c(nc2c1)-c1cccc(=O)n1C3. The result is 0 (non-inhibitor). (6) The result is 0 (non-inhibitor). The drug is COc1ccc(-n2c(=O)c(-c3ccccc3)nc3cnc(N4CCN(C)CC4)nc32)cc1. (7) The drug is COC(=O)N1CCC2(CCN(Cc3nccs3)CC2)CC1. The result is 0 (non-inhibitor).